From a dataset of Catalyst prediction with 721,799 reactions and 888 catalyst types from USPTO. Predict which catalyst facilitates the given reaction. (1) Reactant: [BH4-].[Na+].B(F)(F)F.CCOCC.[CH3:12][S:13][C:14]1[CH:19]=[CH:18][C:17]([C:20]2(O)[CH2:25][CH2:24][CH2:23][N:22]3[CH:26]=[N:27][CH:28]=[C:21]23)=[CH:16][CH:15]=1.C(=O)([O-])O.[Na+]. Product: [CH3:12][S:13][C:14]1[CH:19]=[CH:18][C:17]([CH:20]2[CH2:25][CH2:24][CH2:23][N:22]3[CH:26]=[N:27][CH:28]=[C:21]23)=[CH:16][CH:15]=1. The catalyst class is: 7. (2) Reactant: [C:1]([O:4][CH:5]1[C:10](=[O:11])[O:9][CH:8]([CH2:12]OC(=O)C)[CH2:7][CH2:6]1)(=[O:3])[CH3:2].C(N(CC)CC)C. Product: [C:1]([O:4][CH:5]1[CH2:6][CH2:7][CH:8]([CH3:12])[O:9][C:10]1=[O:11])(=[O:3])[CH3:2]. The catalyst class is: 78. (3) Product: [NH2:26][C:27]1[N:28]=[C:29]([Cl:34])[N:30]=[C:31]([NH:2][C:3]2[CH:4]=[C:5]([C:9]([NH2:11])=[O:10])[N:6]([CH3:8])[CH:7]=2)[N:32]=1. Reactant: Cl.[NH2:2][C:3]1[CH:4]=[C:5]([C:9]([NH2:11])=[O:10])[N:6]([CH3:8])[CH:7]=1.CCN(C(C)C)C(C)C.CN(C=O)C.[NH2:26][C:27]1[N:32]=[C:31](Cl)[N:30]=[C:29]([Cl:34])[N:28]=1. The catalyst class is: 1. (4) Reactant: [OH-:1].[Na+].Cl.[NH2:4]O.[Cl:6][C:7]1[CH:14]=[CH:13][C:10]([C:11]#[N:12])=[CH:9][CH:8]=1.O. Product: [Cl:6][C:7]1[CH:14]=[CH:13][C:10]([C:11](=[N:4][OH:1])[NH2:12])=[CH:9][CH:8]=1. The catalyst class is: 5. (5) Reactant: [CH3:1][O:2][C:3]1[N:4]=[CH:5][C:6]2[S:11][CH:10]=[CH:9][C:7]=2[N:8]=1.[Br:12]Br. Product: [Br:12][C:9]1[C:7]2[N:8]=[C:3]([O:2][CH3:1])[N:4]=[CH:5][C:6]=2[S:11][CH:10]=1. The catalyst class is: 52. (6) Reactant: [CH2:1]([O:8][C:9]1[CH:10]=[C:11]2[C:16](=[CH:17][CH:18]=1)[C:15](=[O:19])[N:14]([CH2:20][CH:21]1[CH2:23][CH2:22]1)[C:13]([CH2:24]O)=[C:12]2[O:26][CH2:27][CH2:28][CH2:29][CH3:30])[C:2]1[CH:7]=[CH:6][CH:5]=[CH:4][CH:3]=1.S(Cl)([Cl:33])=O.C(=O)([O-])O.[Na+]. Product: [CH2:1]([O:8][C:9]1[CH:10]=[C:11]2[C:16](=[CH:17][CH:18]=1)[C:15](=[O:19])[N:14]([CH2:20][CH:21]1[CH2:23][CH2:22]1)[C:13]([CH2:24][Cl:33])=[C:12]2[O:26][CH2:27][CH2:28][CH2:29][CH3:30])[C:2]1[CH:7]=[CH:6][CH:5]=[CH:4][CH:3]=1. The catalyst class is: 11. (7) Reactant: [CH2:1]([O:3][C:4](=[O:48])[CH2:5][CH2:6][CH2:7][O:8][C:9]1[CH:14]=[CH:13][CH:12]=[C:11]([CH2:15][CH2:16][CH2:17][CH2:18][CH2:19][CH2:20][O:21][C:22]2[CH:23]=[C:24]([C:33]3[CH:38]=[CH:37][C:36](F)=[C:35]([F:40])[CH:34]=3)[CH:25]=[C:26]([C:28](=[O:32])[N:29]([CH3:31])[CH3:30])[CH:27]=2)[C:10]=1[CH2:41][CH2:42][C:43]([O:45][CH2:46][CH3:47])=[O:44])[CH3:2].C(OC(=O)CCCOC1C=CC=C(CCCCCCOC2C=C(C(N3CC[C:80]([F:84])([F:83])[CH2:79]3)=O)C=C(Br)C=2)C=1CCC(OCC)=O)C.FC1C=C(B(O)O)C=CC=1.C(=O)([O-])[O-].[Cs+].[Cs+]. Product: [CH2:1]([O:3][C:4](=[O:48])[CH2:5][CH2:6][CH2:7][O:8][C:9]1[CH:14]=[CH:13][CH:12]=[C:11]([CH2:15][CH2:16][CH2:17][CH2:18][CH2:19][CH2:20][O:21][C:22]2[CH:23]=[C:24]([C:33]3[CH:38]=[CH:37][CH:36]=[C:35]([F:40])[CH:34]=3)[CH:25]=[C:26]([C:28]([N:29]3[CH2:31][CH2:79][C:80]([F:84])([F:83])[CH2:30]3)=[O:32])[CH:27]=2)[C:10]=1[CH2:41][CH2:42][C:43]([O:45][CH2:46][CH3:47])=[O:44])[CH3:2]. The catalyst class is: 438.